This data is from Full USPTO retrosynthesis dataset with 1.9M reactions from patents (1976-2016). The task is: Predict the reactants needed to synthesize the given product. (1) Given the product [C:1]([N:4]([C:14](=[O:15])[CH2:13][Cl:12])[NH2:5])(=[O:3])[CH3:2], predict the reactants needed to synthesize it. The reactants are: [C:1]([NH:4][NH2:5])(=[O:3])[CH3:2].C([O-])([O-])=O.[Na+].[Na+].[Cl:12][CH2:13][C:14](Cl)=[O:15]. (2) Given the product [F:14][C:2]([F:1])([F:13])[CH:3]([N:5]1[CH2:8][CH:7]([CH2:9][OH:10])[CH2:6]1)[CH3:4], predict the reactants needed to synthesize it. The reactants are: [F:1][C:2]([F:14])([F:13])[CH:3]([N:5]1[CH2:8][CH:7]([C:9](OC)=[O:10])[CH2:6]1)[CH3:4].[H-].[H-].[H-].[H-].[Li+].[Al+3].O.